Dataset: Catalyst prediction with 721,799 reactions and 888 catalyst types from USPTO. Task: Predict which catalyst facilitates the given reaction. (1) Reactant: C(OC(=O)[NH:7][CH2:8][C:9]1([C:17]2[NH:21][C:20](=[O:22])[O:19][N:18]=2)[C:11]2([CH2:16][CH2:15][CH2:14][CH2:13][CH2:12]2)[CH2:10]1)(C)(C)C.[ClH:24].CCOCC. Product: [ClH:24].[NH2:7][CH2:8][C:9]1([C:17]2[NH:21][C:20](=[O:22])[O:19][N:18]=2)[C:11]2([CH2:12][CH2:13][CH2:14][CH2:15][CH2:16]2)[CH2:10]1. The catalyst class is: 12. (2) Reactant: [CH3:1][O:2][C:3]1[S:7][C:6]([CH2:8][C:9]2[CH:14]=[CH:13][C:12]([NH2:15])=[CH:11][CH:10]=2)=[CH:5][CH:4]=1.S(O)(O)(=O)=O.Cl[C:22]1[NH:23][CH2:24][CH2:25][N:26]=1. Product: [CH3:1][O:2][C:3]1[S:7][C:6]([CH2:8][C:9]2[CH:10]=[CH:11][C:12]([NH:15][C:22]3[NH:26][CH2:25][CH2:24][N:23]=3)=[CH:13][CH:14]=2)=[CH:5][CH:4]=1. The catalyst class is: 245. (3) Reactant: [C:1]([C:4]1[CH:9]=[CH:8][CH:7]=[CH:6][C:5]=1B(O)O)(=[O:3])[CH3:2].[Cl:13][C:14]1[CH:19]=[CH:18][C:17](I)=[C:16]([F:21])[CH:15]=1.C(=O)([O-])[O-].[K+].[K+]. The catalyst class is: 335. Product: [Cl:13][C:14]1[CH:19]=[CH:18][C:17]([C:5]2[CH:6]=[CH:7][CH:8]=[CH:9][C:4]=2[C:1](=[O:3])[CH3:2])=[C:16]([F:21])[CH:15]=1.